From a dataset of Reaction yield outcomes from USPTO patents with 853,638 reactions. Predict the reaction yield, written as a fraction of the theoretical maximum amount of product (1.0 means a 100% yield; for example, 0.34 means a 34% yield). (1) The reactants are Br[C:2]1[C:3]([F:19])=[CH:4][C:5]2[O:11][CH2:10][CH2:9][N:8]3[CH:12]=[C:13]([C:15]([NH2:17])=[O:16])[N:14]=[C:7]3[C:6]=2[CH:18]=1.[F:20][C:21]([F:28])([F:27])[C:22]([CH3:26])([OH:25])[C:23]#[CH:24]. No catalyst specified. The product is [F:19][C:3]1[C:2]([C:24]#[C:23][C:22]([OH:25])([CH3:26])[C:21]([F:28])([F:27])[F:20])=[CH:18][C:6]2[C:7]3[N:8]([CH:12]=[C:13]([C:15]([NH2:17])=[O:16])[N:14]=3)[CH2:9][CH2:10][O:11][C:5]=2[CH:4]=1. The yield is 0.400. (2) The reactants are [Cl-:1].[Al+3].[Cl-].[Cl-].NC(N)=S.Cl.C[O:11][C:12]1[CH:21]=[CH:20][CH:19]=[C:18]2[C:13]=1[CH2:14][CH2:15][C@H:16]([N:22]([CH2:30][CH2:31][CH3:32])[CH2:23][CH2:24][C:25]1[S:26][CH:27]=[CH:28][CH:29]=1)[CH2:17]2.N. The catalyst is O.C1(C)C=CC=CC=1. The product is [CH3:32][CH2:31][CH2:30][N:22]([C@@H:16]1[CH2:17][C:18]2[CH:19]=[CH:20][CH:21]=[C:12]([OH:11])[C:13]=2[CH2:14][CH2:15]1)[CH2:23][CH2:24][C:25]1[S:26][CH:27]=[CH:28][CH:29]=1.[ClH:1]. The yield is 0.820. (3) The reactants are Br[CH:2]([C:14]1[CH:19]=[CH:18][CH:17]=[CH:16][CH:15]=1)[C:3]([O:5][C@H:6]([C:8]1[CH:13]=[CH:12][CH:11]=[CH:10][CH:9]=1)[CH3:7])=[O:4].C(N(CC)CC)C.[CH3:27][C:28]1([OH:34])[CH2:33][CH2:32][NH:31][CH2:30][CH2:29]1. The catalyst is C1COCC1.[I-].C([N+](CCCC)(CCCC)CCCC)CCC.C(OCC)(=O)C. The product is [OH:34][C:28]1([CH3:27])[CH2:33][CH2:32][N:31]([C@H:2]([C:14]2[CH:19]=[CH:18][CH:17]=[CH:16][CH:15]=2)[C:3]([O:5][C@H:6]([C:8]2[CH:13]=[CH:12][CH:11]=[CH:10][CH:9]=2)[CH3:7])=[O:4])[CH2:30][CH2:29]1. The yield is 0.600. (4) The reactants are [Br:1][C:2]1[CH:3]=[C:4]([N+:12]([O-])=O)[C:5]([CH3:11])=[C:6]([CH:10]=1)C(O)=O.CN([CH:18]([O:21]C)[O:19][CH3:20])C.[CH3:23]N(C=O)C. The catalyst is C(O)(=O)C.[Fe]. The product is [Br:1][C:2]1[CH:10]=[C:6]([C:18]([O:19][CH3:20])=[O:21])[C:5]2[CH:11]=[CH:23][NH:12][C:4]=2[CH:3]=1. The yield is 0.590. (5) The reactants are [CH3:1][O:2][C:3]1[CH:8]=[CH:7][C:6]([N:9]([CH3:32])[C:10]2[C:19]3[C:14](=[CH:15][CH:16]=[CH:17][CH:18]=3)[N:13]=[C:12]([CH2:20][N:21]3C(=O)C4[C:23](=CC=CC=4)[C:22]3=[O:31])[N:11]=2)=[CH:5][CH:4]=1.Cl.ClCC1N=C(N(C2C=CC(OC)=CC=2)C)C2C(=CC=CC=2)N=1.C([O-])([O-])=O.[K+].[K+].C1(=O)NC(=O)C2=CC=CC=C12.[K]. The catalyst is CN(C=O)C.CCOC(C)=O. The product is [CH3:1][O:2][C:3]1[CH:4]=[CH:5][C:6]([N:9]([CH3:32])[C:10]2[C:19]3[C:14](=[CH:15][CH:16]=[CH:17][CH:18]=3)[N:13]=[C:12]([CH2:20][NH:21][C:22](=[O:31])[CH3:23])[N:11]=2)=[CH:7][CH:8]=1. The yield is 0.680. (6) The reactants are N1[CH:6]=[CH:5][N:4]=[CH:3][C:2]=1[C:7](O)=O.CN(C(ON1N=N[C:20]2[CH:21]=[CH:22][CH:23]=NC1=2)=[N+](C)C)C.F[P-](F)(F)(F)(F)F.C([N:37](C(C)C)CC)(C)C.Cl.[CH2:44]([O:47][C@@H:48]1[CH2:53][CH2:52][CH2:51][N:50]([CH2:54][C@@H:55]2[CH2:60][CH2:59][CH2:58][CH2:57][C@H:56]2[NH2:61])[CH2:49]1)[CH:45]=[CH2:46].CN([CH:65]=[O:66])C. The yield is 0.250. The product is [CH2:44]([O:47][C@@H:48]1[CH2:53][CH2:52][CH2:51][N:50]([CH2:54][C@H:55]2[CH2:60][CH2:59][CH2:58][CH2:57][C@@H:56]2[NH:61][C:65](=[O:66])[C:21]2[CH:20]=[CH:6][C:5]([N:4]3[CH:3]=[CH:2][CH:7]=[N:37]3)=[CH:23][CH:22]=2)[CH2:49]1)[CH:45]=[CH2:46]. No catalyst specified. (7) The reactants are [O:1]1[CH2:3][C@H:2]1[CH2:4][O:5][C:6]1[C:18]2[C:17]3[C:12](=[CH:13][CH:14]=[CH:15][CH:16]=3)[NH:11][C:10]=2[CH:9]=[CH:8][CH:7]=1.CC(N)(C)C[C:22]1[CH:27]=[CH:26][C:25]([NH:28][S:29]([C:32]2[CH:37]=[CH:36][CH:35]=[CH:34][CH:33]=2)(=[O:31])=[O:30])=[CH:24][CH:23]=1. The catalyst is C(O)C. The product is [OH:1][C@@H:2]([CH2:3][N:11]([C:22]1[CH:23]=[CH:24][C:25]([NH:28][S:29]([C:32]2[CH:33]=[CH:34][CH:35]=[CH:36][CH:37]=2)(=[O:30])=[O:31])=[CH:26][CH:27]=1)[CH2:10][CH:18]([CH3:6])[CH3:17])[CH2:4][O:5][C:6]1[C:18]2[C:17]3[C:12](=[CH:13][CH:14]=[CH:15][CH:16]=3)[NH:11][C:10]=2[CH:9]=[CH:8][CH:7]=1. The yield is 0.690. (8) The reactants are [Cl:1][C:2]1[N:10]=[C:9]2[C:5]([NH:6][CH:7]=[N:8]2)=[C:4]([Cl:11])[N:3]=1.[O:12]1[CH:17]=[CH:16][CH2:15][CH2:14][CH2:13]1.O.C1(C)C=CC(S(O)(=O)=O)=CC=1. The catalyst is ClCCl. The product is [Cl:1][C:2]1[N:10]=[C:9]2[C:5]([N:6]=[CH:7][N:8]2[CH:13]2[CH2:14][CH2:15][CH2:16][CH2:17][O:12]2)=[C:4]([Cl:11])[N:3]=1. The yield is 0.880.